From a dataset of Forward reaction prediction with 1.9M reactions from USPTO patents (1976-2016). Predict the product of the given reaction. (1) Given the reactants C([O:3][C:4](=O)[CH2:5][C:6]1[CH:11]=[C:10]([O:12][CH:13]2[CH2:22][CH2:21][C:16]3([O:20][CH2:19][CH2:18][O:17]3)[CH2:15][CH2:14]2)[N:9]=[C:8]([C:23]([F:26])([F:25])[F:24])[N:7]=1)C.[BH4-].[Na+].CO, predict the reaction product. The product is: [O:17]1[C:16]2([CH2:21][CH2:22][CH:13]([O:12][C:10]3[N:9]=[C:8]([C:23]([F:25])([F:26])[F:24])[N:7]=[C:6]([CH2:5][CH2:4][OH:3])[CH:11]=3)[CH2:14][CH2:15]2)[O:20][CH2:19][CH2:18]1. (2) Given the reactants [NH2:1][CH2:2][CH2:3][CH2:4][CH2:5][NH:6][C:7](=[O:13])[O:8][C:9]([CH3:12])([CH3:11])[CH3:10].[Cl:14][C:15]1[C:20]([N+:21]([O-:23])=[O:22])=[C:19](Cl)[C:18]([CH3:25])=[C:17]([CH3:26])[N:16]=1.C(N(CC)CC)C, predict the reaction product. The product is: [Cl:14][C:15]1[C:20]([N+:21]([O-:23])=[O:22])=[C:19]([NH:1][CH2:2][CH2:3][CH2:4][CH2:5][NH:6][C:7](=[O:13])[O:8][C:9]([CH3:10])([CH3:12])[CH3:11])[C:18]([CH3:25])=[C:17]([CH3:26])[N:16]=1. (3) Given the reactants [ClH:1].[NH2:2][CH:3]1[CH2:8][CH2:7][N:6]([CH2:9][CH:10]2[N:20]3[C:21]4[C:16]([CH:17]=[CH:18][C:19]3=[O:22])=[CH:15][CH:14]=[C:13]([F:23])[C:12]=4[CH2:11]2)[CH2:5][CH2:4]1.C(N(CC)CC)C.[O:31]1[C:40]2[CH:39]=[C:38]([CH:41]=O)[N:37]=[CH:36][C:35]=2[O:34][CH2:33][CH2:32]1.C(O[BH-](OC(=O)C)OC(=O)C)(=O)C.[Na+], predict the reaction product. The product is: [ClH:1].[O:31]1[C:40]2[CH:39]=[C:38]([CH2:41][NH:2][CH:3]3[CH2:8][CH2:7][N:6]([CH2:9][CH:10]4[N:20]5[C:21]6[C:16]([CH:17]=[CH:18][C:19]5=[O:22])=[CH:15][CH:14]=[C:13]([F:23])[C:12]=6[CH2:11]4)[CH2:5][CH2:4]3)[N:37]=[CH:36][C:35]=2[O:34][CH2:33][CH2:32]1. (4) Given the reactants [F:1][C:2]1[CH:3]=[CH:4][C:5]([NH:18][C:19](=[O:30])[C:20]2[CH:25]=[CH:24][C:23](F)=[CH:22][C:21]=2[O:27][CH2:28][CH3:29])=[C:6]([CH:17]=1)[C:7]([NH:9][C:10]1[CH:15]=[CH:14][C:13]([Cl:16])=[CH:12][N:11]=1)=[O:8].[CH3:31][N:32]1[CH2:38][CH2:37][CH2:36][NH:35][CH2:34][CH2:33]1, predict the reaction product. The product is: [CH2:28]([O:27][C:21]1[CH:22]=[C:23]([N:35]2[CH2:36][CH2:37][CH2:38][N:32]([CH3:31])[CH2:33][CH2:34]2)[CH:24]=[CH:25][C:20]=1[C:19]([NH:18][C:5]1[CH:4]=[CH:3][C:2]([F:1])=[CH:17][C:6]=1[C:7]([NH:9][C:10]1[CH:15]=[CH:14][C:13]([Cl:16])=[CH:12][N:11]=1)=[O:8])=[O:30])[CH3:29]. (5) Given the reactants [CH3:1][S:2][C:3]1[N:8]=[CH:7][C:6]2=[CH:9][CH:10]=[C:11]([C:12]3[CH:17]=[CH:16][CH:15]=[CH:14][C:13]=3[OH:18])[N:5]2[N:4]=1.C(Cl)Cl.C1C=C(Cl)C=C(C(OO)=[O:30])C=1, predict the reaction product. The product is: [CH3:1][S:2]([C:3]1[N:8]=[CH:7][C:6]2=[CH:9][CH:10]=[C:11]([C:12]3[CH:17]=[CH:16][CH:15]=[CH:14][C:13]=3[OH:18])[N:5]2[N:4]=1)=[O:30]. (6) Given the reactants ClC1[C:3](F)=[C:4]([CH:28]=C(C(F)(F)F)C=1)CN1CCC(COC2C(C3CC3)=CC(C(O)=O)=C(F)C=2)(F)CC1.[Cl:36][C:37]1[CH:38]=[C:39]([S:44]([N:47]2[CH2:52][CH2:51][CH:50]([CH2:53][O:54][C:55]3[C:63]([CH:64]4[CH2:66][CH2:65]4)=[CH:62][C:58]([C:59](O)=[O:60])=[C:57]([F:67])[CH:56]=3)[CH2:49][CH2:48]2)(=[O:46])=[O:45])[CH:40]=[CH:41][C:42]=1[F:43].C[S:69]([NH2:72])(=[O:71])=[O:70], predict the reaction product. The product is: [Cl:36][C:37]1[CH:38]=[C:39]([S:44]([N:47]2[CH2:52][CH2:51][CH:50]([CH2:53][O:54][C:55]3[C:63]([CH:64]4[CH2:65][CH2:66]4)=[CH:62][C:58]([C:59]([NH:72][S:69]([CH:4]4[CH2:3][CH2:28]4)(=[O:71])=[O:70])=[O:60])=[C:57]([F:67])[CH:56]=3)[CH2:49][CH2:48]2)(=[O:46])=[O:45])[CH:40]=[CH:41][C:42]=1[F:43]. (7) Given the reactants [C:1]([O:5][C:6]([N:8]1[CH2:13][CH2:12][N:11]([C:14]2[C:15](Cl)=[N:16][CH:17]=[CH:18][CH:19]=2)[CH2:10][CH2:9]1)=[O:7])([CH3:4])([CH3:3])[CH3:2].[F:21][C:22]1[CH:27]=[CH:26][C:25](B(O)O)=[CH:24][CH:23]=1.P([O-])([O-])([O-])=O.[K+].[K+].[K+], predict the reaction product. The product is: [C:1]([O:5][C:6]([N:8]1[CH2:13][CH2:12][N:11]([C:14]2[C:15]([C:25]3[CH:26]=[CH:27][C:22]([F:21])=[CH:23][CH:24]=3)=[N:16][CH:17]=[CH:18][CH:19]=2)[CH2:10][CH2:9]1)=[O:7])([CH3:4])([CH3:3])[CH3:2]. (8) Given the reactants [CH3:1][C:2]1[C:14]2[CH2:13][C:12]3[C:7](=[CH:8][CH:9]=[CH:10][CH:11]=3)[C:6]=2[CH:5]=[CH:4][CH:3]=1.[Li][CH2:16][CH2:17]CC.ICC, predict the reaction product. The product is: [CH3:1][C:2]1[C:14]2[CH:13]([CH2:16][CH3:17])[C:12]3[C:7](=[CH:8][CH:9]=[CH:10][CH:11]=3)[C:6]=2[CH:5]=[CH:4][CH:3]=1. (9) Given the reactants [Si]([O:8][CH2:9][C@H:10]1[CH2:19][C:18]2[C:13](=[CH:14][CH:15]=[CH:16][C:17]=2[CH2:20][CH2:21][C:22]([OH:25])([CH3:24])[CH3:23])[C@H:12]([CH3:26])[N:11]1[C:27](=[O:37])[CH2:28][C:29]1[C:34]([Cl:35])=[CH:33][CH:32]=[CH:31][C:30]=1[Cl:36])(C(C)(C)C)(C)C.[F-].C([N+](CCCC)(CCCC)CCCC)CCC.[Cl-].[NH4+], predict the reaction product. The product is: [Cl:36][C:30]1[CH:31]=[CH:32][CH:33]=[C:34]([Cl:35])[C:29]=1[CH2:28][C:27]([N:11]1[C@@H:10]([CH2:9][OH:8])[CH2:19][C:18]2[C:13](=[CH:14][CH:15]=[CH:16][C:17]=2[CH2:20][CH2:21][C:22]([OH:25])([CH3:23])[CH3:24])[C@@H:12]1[CH3:26])=[O:37]. (10) The product is: [N+:17]([CH:16]=[C:15]([NH:22][C@H:23]1[CH2:29][CH2:28][CH2:27][CH2:26][N:25]([CH2:30][C:31]([N:33]2[CH2:34][CH2:35][CH2:36][CH2:37]2)=[O:32])[C:24]1=[O:38])[NH:8][C:7]1[CH:9]=[CH:10][C:4]([O:3][C:2]([F:11])([F:12])[F:1])=[CH:5][CH:6]=1)([O-:19])=[O:18]. Given the reactants [F:1][C:2]([F:12])([F:11])[O:3][C:4]1[CH:10]=[CH:9][C:7]([NH2:8])=[CH:6][CH:5]=1.CS[C:15](SC)=[CH:16][N+:17]([O-:19])=[O:18].[NH2:22][C@H:23]1[CH2:29][CH2:28][CH2:27][CH2:26][N:25]([CH2:30][C:31]([N:33]2[CH2:37][CH2:36][CH2:35][CH2:34]2)=[O:32])[C:24]1=[O:38], predict the reaction product.